Predict which catalyst facilitates the given reaction. From a dataset of Catalyst prediction with 721,799 reactions and 888 catalyst types from USPTO. (1) Reactant: [Br-:1].[Br-].[Br-].C1([N+](C)(C)C)C=CC=CC=1.C1([N+](C)(C)C)C=CC=CC=1.C1([N+](C)(C)C)C=CC=CC=1.[S:34]1[CH:38]=[CH:37][C:36]2[CH:39]=[CH:40][CH:41]=[C:42]([C:43](=[O:46])[CH2:44][CH3:45])[C:35]1=2. Product: [S:34]1[CH:38]=[CH:37][C:36]2[CH:39]=[CH:40][CH:41]=[C:42]([C:43](=[O:46])[CH:44]([Br:1])[CH3:45])[C:35]1=2. The catalyst class is: 7. (2) Reactant: [O:1]1[C:5]2[CH:6]=[CH:7][CH:8]=[CH:9][C:4]=2[N:3]=[C:2]1[C:10]1[CH:11]=[C:12]([NH2:17])[CH:13]=[C:14]([Br:16])[CH:15]=1.[CH3:18][S:19](Cl)(=[O:21])=[O:20]. Product: [O:1]1[C:5]2[CH:6]=[CH:7][CH:8]=[CH:9][C:4]=2[N:3]=[C:2]1[C:10]1[CH:11]=[C:12]([NH:17][S:19]([CH3:18])(=[O:21])=[O:20])[CH:13]=[C:14]([Br:16])[CH:15]=1. The catalyst class is: 383. (3) Reactant: CON(C)[C:4]([C@H:6]1[O:14][C@H:13]2[C@H:9]([N:10]=[C:11]([N:15]([CH3:23])[C:16](=[O:22])[O:17][C:18]([CH3:21])([CH3:20])[CH3:19])[S:12]2)[C@@H:8]([O:24][CH2:25][C:26]2[CH:31]=[CH:30][C:29]([O:32][CH3:33])=[CH:28][CH:27]=2)[C@@H:7]1[O:34][CH2:35][C:36]1[CH:41]=[CH:40][C:39]([O:42][CH3:43])=[CH:38][CH:37]=1)=[O:5].[CH3:45][Mg]Br. Product: [C:4]([C@H:6]1[O:14][C@H:13]2[C@H:9]([N:10]=[C:11]([N:15]([CH3:23])[C:16](=[O:22])[O:17][C:18]([CH3:21])([CH3:20])[CH3:19])[S:12]2)[C@@H:8]([O:24][CH2:25][C:26]2[CH:27]=[CH:28][C:29]([O:32][CH3:33])=[CH:30][CH:31]=2)[C@@H:7]1[O:34][CH2:35][C:36]1[CH:37]=[CH:38][C:39]([O:42][CH3:43])=[CH:40][CH:41]=1)(=[O:5])[CH3:45]. The catalyst class is: 1. (4) Reactant: [F:1][C:2]1[CH:3]=[C:4]([NH:9][C:10]2[CH:15]=[CH:14][CH:13]=[CH:12][CH:11]=2)[C:5]([NH2:8])=[CH:6][CH:7]=1.[C:16]([O:20][C:21](CN[C@@H](C)C(O)=O)=[O:22])([CH3:19])([CH3:18])[CH3:17].[CH:30]1C=NC2N(O)N=NC=2C=1.[CH3:40][N:41]1CC[O:44][CH2:43][CH2:42]1.Cl.CN(C)CCCN=C=NCC. Product: [C:16]([O:20][C:21](=[O:22])[N:41]([C@H:42]([C:43](=[O:44])[NH:8][C:5]1[CH:6]=[CH:7][C:2]([F:1])=[CH:3][C:4]=1[NH:9][C:10]1[CH:15]=[CH:14][CH:13]=[CH:12][CH:11]=1)[CH3:30])[CH3:40])([CH3:17])([CH3:18])[CH3:19]. The catalyst class is: 2. (5) Reactant: [H-].[Al+3].[Li+].[H-].[H-].[H-].[NH2:7][C:8]1[N:13]=[CH:12][N:11]=[C:10]2[N:14]([C@H:35]3[CH2:40][CH2:39][C@H:38]([O:41][CH2:42][C:43](O)=[O:44])[CH2:37][CH2:36]3)[N:15]=[C:16]([C:17]3[CH:22]=[CH:21][C:20]([CH2:23][C:24]4[O:25][C:26]5[C:32]([CH3:33])=[CH:31][C:30]([CH3:34])=[CH:29][C:27]=5[N:28]=4)=[CH:19][CH:18]=3)[C:9]=12. Product: [NH2:7][C:8]1[N:13]=[CH:12][N:11]=[C:10]2[N:14]([C@H:35]3[CH2:40][CH2:39][C@H:38]([O:41][CH2:42][CH2:43][OH:44])[CH2:37][CH2:36]3)[N:15]=[C:16]([C:17]3[CH:22]=[CH:21][C:20]([CH2:23][C:24]4[O:25][C:26]5[C:32]([CH3:33])=[CH:31][C:30]([CH3:34])=[CH:29][C:27]=5[N:28]=4)=[CH:19][CH:18]=3)[C:9]=12. The catalyst class is: 7. (6) Reactant: [C:1]12([CH2:11][CH2:12][O:13][C:14]3[CH:15]=[C:16]([CH2:20][C@H:21]([NH:23][CH2:24][C@@H:25]([C:27]4[CH:28]=[CH:29][C:30]([O:36]CC5C=CC=CC=5)=[C:31]([NH:33][CH:34]=[O:35])[CH:32]=4)[OH:26])[CH3:22])[CH:17]=[CH:18][CH:19]=3)[CH2:10][CH:5]3[CH2:6][CH:7]([CH2:9][CH:3]([CH2:4]3)[CH2:2]1)[CH2:8]2. Product: [C:1]12([CH2:11][CH2:12][O:13][C:14]3[CH:15]=[C:16]([CH2:20][C@H:21]([NH:23][CH2:24][C@@H:25]([C:27]4[CH:28]=[CH:29][C:30]([OH:36])=[C:31]([NH:33][CH:34]=[O:35])[CH:32]=4)[OH:26])[CH3:22])[CH:17]=[CH:18][CH:19]=3)[CH2:10][CH:5]3[CH2:4][CH:3]([CH2:9][CH:7]([CH2:6]3)[CH2:8]1)[CH2:2]2. The catalyst class is: 45.